From a dataset of Catalyst prediction with 721,799 reactions and 888 catalyst types from USPTO. Predict which catalyst facilitates the given reaction. (1) Reactant: [CH3:1][C:2]1[N:7]=[CH:6][C:5]([N:8]2[CH2:13][CH2:12][CH:11]([C:14]([OH:16])=O)[CH2:10][CH2:9]2)=[CH:4][CH:3]=1.C(Cl)(=O)C(Cl)=O.[CH3:23][C:24]1[CH:25]=[CH:26][C:27]2[NH:36][CH2:35][CH2:34][C:33]3[N:32]=[C:31]([N:37]4[CH2:42][CH2:41][O:40][CH2:39][CH2:38]4)[NH:30][C:29]=3[C:28]=2[CH:43]=1.C(N(CC)CC)C. Product: [CH3:23][C:24]1[CH:25]=[CH:26][C:27]2[N:36]([C:14]([CH:11]3[CH2:10][CH2:9][N:8]([C:5]4[CH:6]=[N:7][C:2]([CH3:1])=[CH:3][CH:4]=4)[CH2:13][CH2:12]3)=[O:16])[CH2:35][CH2:34][C:33]3[N:32]=[C:31]([N:37]4[CH2:38][CH2:39][O:40][CH2:41][CH2:42]4)[NH:30][C:29]=3[C:28]=2[CH:43]=1. The catalyst class is: 59. (2) Reactant: [CH2:1]([O:4][C:5]([C:7]1[C:16]([OH:17])=[CH:15][C:14]2[C:9](=[CH:10][C:11]([O:18][CH2:19][CH2:20][CH3:21])=[CH:12][CH:13]=2)[CH:8]=1)=[O:6])[CH2:2][CH3:3].C(=O)([O-])[O-].[K+].[K+].[CH2:28](Br)[C:29]1[CH:34]=[CH:33][CH:32]=[CH:31][CH:30]=1.O. Product: [CH2:1]([O:4][C:5]([C:7]1[C:16]([O:17][CH2:28][C:29]2[CH:34]=[CH:33][CH:32]=[CH:31][CH:30]=2)=[CH:15][C:14]2[C:9](=[CH:10][C:11]([O:18][CH2:19][CH2:20][CH3:21])=[CH:12][CH:13]=2)[CH:8]=1)=[O:6])[CH2:2][CH3:3]. The catalyst class is: 3. (3) Reactant: [CH3:1][C:2]1[CH:7]=[CH:6][C:5]([N+:8]([O-])=O)=[CH:4][C:3]=1[C:11]([C:13]1[CH:18]=[CH:17][C:16]([O:19][CH3:20])=[CH:15][CH:14]=1)=O.NC1C=CC(C)=C(C(C2C=CC(OC)=CC=2)=O)C=1.NC1C=CC(C)=C(C(C2C=CC(OC)=CC=2)O)C=1. Product: [NH2:8][C:5]1[CH:6]=[CH:7][C:2]([CH3:1])=[C:3]([CH2:11][C:13]2[CH:18]=[CH:17][C:16]([O:19][CH3:20])=[CH:15][CH:14]=2)[CH:4]=1. The catalyst class is: 78. (4) Reactant: [C:1]([O:5][C:6]([NH:8][C@@H:9]([C:17]([OH:19])=O)[CH2:10][C:11]1[CH:16]=[CH:15][CH:14]=[CH:13][CH:12]=1)=[O:7])([CH3:4])([CH3:3])[CH3:2].[CH3:20][O:21][C:22]1[CH:23]=[C:24]([C:30]2[C@H:31]3[CH2:45][CH2:44][CH2:43][C@H:32]3[C:33](=[O:42])[N:34]([CH:36]3[CH2:41][CH2:40][NH:39][CH2:38][CH2:37]3)[N:35]=2)[CH:25]=[CH:26][C:27]=1[O:28][CH3:29].CCN(C(C)C)C(C)C.C(P1(=O)OP(CCC)(=O)OP(CCC)(=O)O1)CC.C(=O)(O)[O-].[Na+]. Product: [CH3:20][O:21][C:22]1[CH:23]=[C:24]([C:30]2[C@H:31]3[CH2:45][CH2:44][CH2:43][C@H:32]3[C:33](=[O:42])[N:34]([CH:36]3[CH2:41][CH2:40][N:39]([C:17](=[O:19])[C@H:9]([NH:8][C:6](=[O:7])[O:5][C:1]([CH3:2])([CH3:3])[CH3:4])[CH2:10][C:11]4[CH:12]=[CH:13][CH:14]=[CH:15][CH:16]=4)[CH2:38][CH2:37]3)[N:35]=2)[CH:25]=[CH:26][C:27]=1[O:28][CH3:29]. The catalyst class is: 2.